Dataset: HIV replication inhibition screening data with 41,000+ compounds from the AIDS Antiviral Screen. Task: Binary Classification. Given a drug SMILES string, predict its activity (active/inactive) in a high-throughput screening assay against a specified biological target. The result is 0 (inactive). The molecule is CC(CC(=O)Nc1cccc([N+](=O)[O-])c1)=NNC(=O)CC#N.